From a dataset of Full USPTO retrosynthesis dataset with 1.9M reactions from patents (1976-2016). Predict the reactants needed to synthesize the given product. (1) Given the product [CH3:22][C:23]1[CH:24]=[C:25]2[C:29](=[CH:30][CH:31]=1)[N:28]([CH2:3][C:4]1[C:9]([C:10]([F:13])([F:12])[F:11])=[CH:8][CH:7]=[CH:6][N:5]=1)[C:27](=[O:32])[C:26]12[C:44]2[C:35](=[CH:36][C:37]3[O:42][CH2:41][CH2:40][O:39][C:38]=3[CH:43]=2)[O:34][CH2:33]1, predict the reactants needed to synthesize it. The reactants are: Cl.Cl[CH2:3][C:4]1[C:9]([C:10]([F:13])([F:12])[F:11])=[CH:8][CH:7]=[CH:6][N:5]=1.BrCC1CCCCO1.[CH3:22][C:23]1[CH:24]=[C:25]2[C:29](=[CH:30][CH:31]=1)[NH:28][C:27](=[O:32])[C:26]12[C:44]2[C:35](=[CH:36][C:37]3[O:42][CH2:41][CH2:40][O:39][C:38]=3[CH:43]=2)[O:34][CH2:33]1. (2) Given the product [CH3:1][O:2][CH2:3][C@H:4]([O:6][C:7]1[N:12]=[C:11]([C:13]([NH:15][CH2:16][C:17]([F:19])([F:20])[F:18])=[O:14])[CH:10]=[C:9]([S:25]([CH3:29])(=[O:27])=[O:24])[N:8]=1)[CH3:5], predict the reactants needed to synthesize it. The reactants are: [CH3:1][O:2][CH2:3][C@H:4]([O:6][C:7]1[N:12]=[C:11]([C:13]([NH:15][CH2:16][C:17]([F:20])([F:19])[F:18])=[O:14])[CH:10]=[C:9](SC)[N:8]=1)[CH3:5].O[O:24][S:25]([O-:27])=O.[K+].[CH3:29]COC(C)=O. (3) Given the product [CH3:1][O:2][C:3]1[CH:4]=[C:5]([CH:8]=[C:9]([CH2:13][CH2:14][CH3:15])[C:10]=1[O:11][CH3:12])[CH2:6][O:7][S:24]([CH3:23])(=[O:26])=[O:25], predict the reactants needed to synthesize it. The reactants are: [CH3:1][O:2][C:3]1[CH:4]=[C:5]([CH:8]=[C:9]([CH2:13][CH2:14][CH3:15])[C:10]=1[O:11][CH3:12])[CH2:6][OH:7].C(N(CC)CC)C.[CH3:23][S:24](Cl)(=[O:26])=[O:25].